Dataset: Forward reaction prediction with 1.9M reactions from USPTO patents (1976-2016). Task: Predict the product of the given reaction. (1) Given the reactants COP([CH2:7][C:8](=[O:16])[C:9]([F:15])([F:14])[CH2:10][CH2:11][CH2:12][CH3:13])(=O)OC.[OH-].[K+].[C:19]([O:22][C@@H:23]1[C@H:27]([CH2:28][CH2:29][CH2:30][CH2:31][CH2:32][CH2:33][C:34]([O:36][CH3:37])=[O:35])[C@@H:26]([CH:38]=O)[C@H:25]([O:40][CH:41]2[CH2:46][CH2:45][CH2:44][CH2:43][O:42]2)[CH2:24]1)(=[O:21])[CH3:20].O, predict the reaction product. The product is: [C:19]([O:22][C@@H:23]1[C@H:27]([CH2:28][CH2:29][CH2:30][CH2:31][CH2:32][CH2:33][C:34]([O:36][CH3:37])=[O:35])[C@@H:26](/[CH:38]=[CH:7]/[C:8](=[O:16])[C:9]([F:14])([F:15])[CH2:10][CH2:11][CH2:12][CH3:13])[C@H:25]([O:40][CH:41]2[CH2:46][CH2:45][CH2:44][CH2:43][O:42]2)[CH2:24]1)(=[O:21])[CH3:20]. (2) Given the reactants [C:1]1([C:7]2[NH:8][C:9]([C:12](F)(F)F)=[CH:10][N:11]=2)[CH:6]=[CH:5][CH:4]=[CH:3][CH:2]=1.[OH-:16].[Na+].[OH2:18], predict the reaction product. The product is: [C:1]1([C:7]2[NH:8][C:9]([C:12]([OH:18])=[O:16])=[CH:10][N:11]=2)[CH:6]=[CH:5][CH:4]=[CH:3][CH:2]=1. (3) Given the reactants C(OC(=O)[NH:7][CH2:8][CH2:9][CH2:10][N:11]([CH:21]([C:25]1[C:34]([CH2:35][C:36]2[CH:41]=[CH:40][CH:39]=[CH:38][CH:37]=2)=[N:33][C:32]2[C:27](=[CH:28][CH:29]=[CH:30][CH:31]=2)[N:26]=1)[CH:22]1[CH2:24][CH2:23]1)[C:12](=[O:20])[C:13]1[CH:18]=[CH:17][C:16]([CH3:19])=[CH:15][CH:14]=1)(C)(C)C.[ClH:43].CCOCC, predict the reaction product. The product is: [ClH:43].[NH2:7][CH2:8][CH2:9][CH2:10][N:11]([CH:21]([C:25]1[C:34]([CH2:35][C:36]2[CH:37]=[CH:38][CH:39]=[CH:40][CH:41]=2)=[N:33][C:32]2[C:27](=[CH:28][CH:29]=[CH:30][CH:31]=2)[N:26]=1)[CH:22]1[CH2:24][CH2:23]1)[C:12](=[O:20])[C:13]1[CH:18]=[CH:17][C:16]([CH3:19])=[CH:15][CH:14]=1. (4) Given the reactants [NH:1]1[C:5]([CH2:6][NH:7][C:8](=[O:14])[O:9][C:10]([CH3:13])([CH3:12])[CH3:11])=[N:4][N:3]=[N:2]1.[CH3:15][Si](C=[N+]=[N-])(C)C.C(O)(=O)C, predict the reaction product. The product is: [CH3:15][N:3]1[N:2]=[N:1][C:5]([CH2:6][NH:7][C:8](=[O:14])[O:9][C:10]([CH3:11])([CH3:13])[CH3:12])=[N:4]1. (5) Given the reactants [O:1]1[C:6]2[CH:7]=[CH:8][C:9]([NH:11][C:12]3[CH:17]=[C:16](I)[CH:15]=[CH:14][N:13]=3)=[CH:10][C:5]=2[O:4][CH2:3][CH2:2]1.[F:19][C:20]1[CH:25]=[CH:24][C:23](B(O)O)=[CH:22][CH:21]=1, predict the reaction product. The product is: [O:1]1[C:6]2[CH:7]=[CH:8][C:9]([NH:11][C:12]3[CH:17]=[C:16]([C:23]4[CH:24]=[CH:25][C:20]([F:19])=[CH:21][CH:22]=4)[CH:15]=[CH:14][N:13]=3)=[CH:10][C:5]=2[O:4][CH2:3][CH2:2]1. (6) Given the reactants [Cl:1][C:2]1[CH:7]=[CH:6][CH:5]=[C:4]([F:8])[C:3]=1[C:9]#[C:10][Si](C)(C)C.C(=O)([O-])[O-].[K+].[K+], predict the reaction product. The product is: [Cl:1][C:2]1[CH:7]=[CH:6][CH:5]=[C:4]([F:8])[C:3]=1[C:9]#[CH:10]. (7) Given the reactants Br[C:2]1[C:10]2[S:9][CH:8]=[CH:7][C:6]=2[CH:5]=[CH:4][CH:3]=1.C([Li])CCC.CCCCCC.[B:22](OC)([O:25]C)[O:23]C, predict the reaction product. The product is: [S:9]1[C:10]2[C:2]([B:22]([OH:25])[OH:23])=[CH:3][CH:4]=[CH:5][C:6]=2[CH:7]=[CH:8]1. (8) Given the reactants [CH3:1][C:2]1[CH2:7][CH2:6][CH2:5][C:4](=[O:8])[CH:3]=1.[C-:9]#[N:10].[K+].[NH4+].[Cl-], predict the reaction product. The product is: [CH3:1][C:2]1([C:9]#[N:10])[CH2:7][CH2:6][CH2:5][C:4](=[O:8])[CH2:3]1. (9) Given the reactants [CH2:1]([NH:8][C:9]([CH2:11][CH2:12][C:13]([CH3:18])([CH3:17])[C:14]([OH:16])=[O:15])=[O:10])[C:2]1[CH:7]=[CH:6][CH:5]=[CH:4][CH:3]=1.C[Si]([N-][Si](C)(C)C)(C)C.[Na+].[C:29](O[C:29]([O:31][C:32]([CH3:35])([CH3:34])[CH3:33])=[O:30])([O:31][C:32]([CH3:35])([CH3:34])[CH3:33])=[O:30].[NH4+].[Cl-], predict the reaction product. The product is: [CH2:1]([N:8]([C:29]([O:31][C:32]([CH3:35])([CH3:34])[CH3:33])=[O:30])[C:9](=[O:10])[CH2:11][CH2:12][C:13]([CH3:18])([CH3:17])[C:14]([OH:16])=[O:15])[C:2]1[CH:7]=[CH:6][CH:5]=[CH:4][CH:3]=1. (10) Given the reactants [OH:1][C:2]1[C:11]2[C:6](=[CH:7][C:8](/[CH:12]=[CH:13]/[CH2:14][O:15][CH3:16])=[CH:9][CH:10]=2)[C:5]([CH3:18])([CH3:17])[C:4](=[O:19])[C:3]=1[C:20]([NH:22][CH2:23][C:24]([O:26]C(C)(C)C)=[O:25])=[O:21], predict the reaction product. The product is: [OH:1][C:2]1[C:11]2[C:6](=[CH:7][C:8](/[CH:12]=[CH:13]/[CH2:14][O:15][CH3:16])=[CH:9][CH:10]=2)[C:5]([CH3:17])([CH3:18])[C:4](=[O:19])[C:3]=1[C:20]([NH:22][CH2:23][C:24]([OH:26])=[O:25])=[O:21].